This data is from Forward reaction prediction with 1.9M reactions from USPTO patents (1976-2016). The task is: Predict the product of the given reaction. (1) The product is: [Cl:38][C:39]1[CH:44]=[C:43]([Cl:45])[CH:42]=[CH:41][C:40]=1[CH:46]1[CH2:51][CH2:50][CH2:49][N:48]([C:30]([C:29]2[CH:33]=[CH:34][N:35]=[C:27]([N:26]([CH3:25])[CH3:36])[CH:28]=2)=[O:32])[CH2:47]1. Given the reactants FC1C=CC=CC=1C1CCCN(C(C2C=CN=C(N(C)C)C=2)=O)C1.[CH3:25][N:26]([CH3:36])[C:27]1[CH:28]=[C:29]([CH:33]=[CH:34][N:35]=1)[C:30]([OH:32])=O.Cl.[Cl:38][C:39]1[CH:44]=[C:43]([Cl:45])[CH:42]=[CH:41][C:40]=1[CH:46]1[CH2:51][CH2:50][CH2:49][NH:48][CH2:47]1, predict the reaction product. (2) Given the reactants [C:1]([O:4][C:5](=[O:7])[CH3:6])(=O)[CH3:2].[N+:8]([C:11]1[C:12]([N:21]2[CH2:26][CH2:25][CH2:24][C@H:23]([NH:27][C:28](=[O:34])[O:29][C:30]([CH3:33])([CH3:32])[CH3:31])[CH2:22]2)=[C:13]2[CH2:20]CC[C:14]2=[N+:15]([O-])[CH:16]=1)([O-:10])=[O:9], predict the reaction product. The product is: [C:5]([O:4][CH:1]1[C:14]2=[N:15][CH:16]=[C:11]([N+:8]([O-:10])=[O:9])[C:12]([N:21]3[CH2:26][CH2:25][CH2:24][C@H:23]([NH:27][C:28]([O:29][C:30]([CH3:33])([CH3:31])[CH3:32])=[O:34])[CH2:22]3)=[C:13]2[CH2:20][CH2:2]1)(=[O:7])[CH3:6]. (3) Given the reactants CC(OI1(OC(C)=O)(OC(C)=O)OC(=O)C2C=CC=CC1=2)=O.[OH:23][CH:24]([C:31]1[CH:36]=[CH:35][CH:34]=[CH:33][CH:32]=1)[C:25]#[C:26][C:27]([O:29][CH3:30])=[O:28], predict the reaction product. The product is: [O:23]=[C:24]([C:31]1[CH:36]=[CH:35][CH:34]=[CH:33][CH:32]=1)[C:25]#[C:26][C:27]([O:29][CH3:30])=[O:28]. (4) Given the reactants [OH:1][C:2]([CH3:7])([CH3:6])[C:3](=O)[CH3:4].[CH:8]([NH2:11])([CH3:10])[CH3:9], predict the reaction product. The product is: [CH:8]([N:11]=[C:3]([CH3:4])[C:2]([CH3:7])([OH:1])[CH3:6])([CH3:10])[CH3:9]. (5) Given the reactants [C:1]([N:4]1[C:13]2[C:8](=[CH:9][C:10](Br)=[CH:11][CH:12]=2)[C@H:7]([NH:15][C:16](=[O:21])[O:17][CH:18]([CH3:20])[CH3:19])[CH2:6][C@@H:5]1[CH3:22])(=[O:3])[CH3:2].[OH-].[K+].[CH3:25][N:26]([CH3:43])[CH2:27][CH2:28][N:29]1[CH:33]=[C:32](B2OC(C)(C)C(C)(C)O2)[CH:31]=[N:30]1, predict the reaction product. The product is: [C:1]([N:4]1[C:13]2[C:8](=[CH:9][C:10]([C:32]3[CH:31]=[N:30][N:29]([CH2:28][CH2:27][N:26]([CH3:43])[CH3:25])[CH:33]=3)=[CH:11][CH:12]=2)[C@H:7]([NH:15][C:16](=[O:21])[O:17][CH:18]([CH3:20])[CH3:19])[CH2:6][C@@H:5]1[CH3:22])(=[O:3])[CH3:2]. (6) Given the reactants [C:1]1([C:7]2[C:16]3[C:11](=[CH:12][C:13]([S:17][C:18]4[CH:19]=[C:20]([CH:24]=[CH:25][CH:26]=4)[C:21](O)=[O:22])=[CH:14][CH:15]=3)[N:10]3[CH:27]=[N:28][N:29]=[C:9]3[CH:8]=2)[CH:6]=[CH:5][CH:4]=[CH:3][CH:2]=1.C(Cl)(=O)C(Cl)=O.[CH3:36][N:37](C=O)[CH3:38].CNC, predict the reaction product. The product is: [CH3:36][N:37]([CH3:38])[C:21](=[O:22])[C:20]1[CH:24]=[CH:25][CH:26]=[C:18]([S:17][C:13]2[CH:12]=[C:11]3[C:16]([C:7]([C:1]4[CH:2]=[CH:3][CH:4]=[CH:5][CH:6]=4)=[CH:8][C:9]4[N:10]3[CH:27]=[N:28][N:29]=4)=[CH:15][CH:14]=2)[CH:19]=1. (7) Given the reactants [N:1]1([C:8]2[C:13]([CH2:14][NH:15][C:16]3[N:20]([C:21]4[CH:26]=[CH:25][CH:24]=[C:23]([Cl:27])[C:22]=4[Cl:28])[CH:19]=[N:18][N:17]=3)=[CH:12][CH:11]=[CH:10][N:9]=2)[CH2:7][CH2:6][CH2:5][NH:4][CH2:3][CH2:2]1.[CH3:29][C:30]([CH3:32])=O.C(O[BH-](OC(=O)C)OC(=O)C)(=O)C.[Na+].C(=O)(O)[O-].[Na+], predict the reaction product. The product is: [Cl:28][C:22]1[C:23]([Cl:27])=[CH:24][CH:25]=[CH:26][C:21]=1[N:20]1[CH:19]=[N:18][N:17]=[C:16]1[NH:15][CH2:14][C:13]1[C:8]([N:1]2[CH2:7][CH2:6][CH2:5][N:4]([CH:30]([CH3:32])[CH3:29])[CH2:3][CH2:2]2)=[N:9][CH:10]=[CH:11][CH:12]=1.